From a dataset of Reaction yield outcomes from USPTO patents with 853,638 reactions. Predict the reaction yield, written as a fraction of the theoretical maximum amount of product (1.0 means a 100% yield; for example, 0.34 means a 34% yield). The reactants are [C:1]([NH:5][C:6](=[O:12])[C@H:7]([CH:9]([CH3:11])[CH3:10])[NH2:8])([CH3:4])([CH3:3])[CH3:2].[CH2:13]1[CH2:19][S:16](=[O:18])(=[O:17])[O:15][CH2:14]1. The catalyst is O1CCOCC1. The product is [C:1]([NH:5][C:6]([C@@H:7]([NH:8][CH2:14][CH2:13][CH2:19][S:16]([OH:18])(=[O:17])=[O:15])[CH:9]([CH3:10])[CH3:11])=[O:12])([CH3:4])([CH3:3])[CH3:2]. The yield is 0.250.